Dataset: Catalyst prediction with 721,799 reactions and 888 catalyst types from USPTO. Task: Predict which catalyst facilitates the given reaction. (1) Reactant: [Cl:1][C:2]1[C:3]([CH:8]([NH2:25])[C:9]2[CH:18]=[C:17]3[C:12]([CH:13]=[CH:14][C:15]([C:19]4[CH:24]=[CH:23][CH:22]=[CH:21][CH:20]=4)=[N:16]3)=[CH:11][CH:10]=2)=[N:4][CH:5]=[CH:6][N:7]=1.CCN(C(C)C)C(C)C.Cl[C:36](OC1C=CC([N+]([O-])=O)=CC=1)=[O:37]. Product: [Cl:1][C:2]1[C:3]2[N:4]([C:36](=[O:37])[NH:25][C:8]=2[C:9]2[CH:18]=[C:17]3[C:12]([CH:13]=[CH:14][C:15]([C:19]4[CH:24]=[CH:23][CH:22]=[CH:21][CH:20]=4)=[N:16]3)=[CH:11][CH:10]=2)[CH:5]=[CH:6][N:7]=1. The catalyst class is: 1. (2) Reactant: [Cl:1][C:2]1[CH:21]=[C:20]([Cl:22])[CH:19]=[CH:18][C:3]=1[CH2:4][N:5]1[C:13]2[C:8](=[CH:9][CH:10]=[CH:11][CH:12]=2)[C:7]([CH:14](O)[CH3:15])=[C:6]1[CH3:17].C([N:25]1[CH:29]=[CH:28][N:27]=[CH:26]1)([N:25]1[CH:29]=[CH:28][N:27]=[CH:26]1)=O. Product: [Cl:1][C:2]1[CH:21]=[C:20]([Cl:22])[CH:19]=[CH:18][C:3]=1[CH2:4][N:5]1[C:13]2[C:8](=[CH:9][CH:10]=[CH:11][CH:12]=2)[C:7]([CH:14]([N:25]2[CH:29]=[CH:28][N:27]=[CH:26]2)[CH3:15])=[C:6]1[CH3:17]. The catalyst class is: 7. (3) Reactant: Cl[C:2]1[N:3]([CH2:25][CH:26]2[CH2:30][CH2:29][O:28][CH2:27]2)[C:4]2[C:9]([N:10]=1)=[C:8]([N:11]1[CH2:16][CH2:15][O:14][CH2:13][CH2:12]1)[N:7]=[C:6]([C:17]1[CH:18]=[N:19][C:20]([NH:23][CH3:24])=[N:21][CH:22]=1)[N:5]=2.[NH:31]1[CH2:36][CH2:35][O:34][CH2:33][CH2:32]1. Product: [N:11]1([C:8]2[N:7]=[C:6]([C:17]3[CH:18]=[N:19][C:20]([NH:23][CH3:24])=[N:21][CH:22]=3)[N:5]=[C:4]3[C:9]=2[N:10]=[C:2]([N:31]2[CH2:36][CH2:35][O:34][CH2:33][CH2:32]2)[N:3]3[CH2:25][CH:26]2[CH2:30][CH2:29][O:28][CH2:27]2)[CH2:16][CH2:15][O:14][CH2:13][CH2:12]1. The catalyst class is: 16. (4) Reactant: [O:1]1[C:5]2([CH2:10][CH2:9][CH:8]([CH2:11][CH2:12][OH:13])[CH2:7][CH2:6]2)[O:4][CH2:3][CH2:2]1.[H-].[Na+]. Product: [CH2:11]([O:13][CH2:12][CH2:11][CH:8]1[CH2:9][CH2:10][C:5]2([O:4][CH2:3][CH2:2][O:1]2)[CH2:6][CH2:7]1)[C:8]1[CH:9]=[CH:10][CH:5]=[CH:6][CH:7]=1. The catalyst class is: 3. (5) Reactant: [Cl:1][C:2]1[C:3]([C:9](=O)[C@@H:10]([NH:12][C:13](=[O:19])[O:14][C:15]([CH3:18])([CH3:17])[CH3:16])[CH3:11])=[N:4][CH:5]=[C:6]([Cl:8])[CH:7]=1.Cl.[NH2:22][OH:23].N1C=CC=CC=1. Product: [Cl:1][C:2]1[C:3]([C:9](=[N:22][OH:23])[C@@H:10]([NH:12][C:13](=[O:19])[O:14][C:15]([CH3:18])([CH3:17])[CH3:16])[CH3:11])=[N:4][CH:5]=[C:6]([Cl:8])[CH:7]=1. The catalyst class is: 8.